From a dataset of Forward reaction prediction with 1.9M reactions from USPTO patents (1976-2016). Predict the product of the given reaction. (1) Given the reactants [N:1]1[C:2]([CH2:10][N:11]([CH3:22])[C@@H:12]2[C:21]3[N:20]=[CH:19][CH:18]=[CH:17][C:16]=3[CH2:15][CH2:14][CH2:13]2)=[CH:3][N:4]2[CH:9]=[CH:8][CH:7]=[CH:6][C:5]=12.CN(C)C1CCNC1.CN(CC1N=[C:46]2C=CC=[CH:48][N:47]2[C:52]=1[CH2:53][N:54]1[CH2:59][CH2:58]OC[CH2:55]1)[C@@H]1C2N=CC=CC=2CCC1, predict the reaction product. The product is: [CH3:48][N:47]([CH3:46])[CH:52]1[CH2:58][CH2:59][N:54]([CH2:55][C:3]2[N:4]3[CH:9]=[CH:8][CH:7]=[CH:6][C:5]3=[N:1][C:2]=2[CH2:10][N:11]([CH3:22])[C@@H:12]2[C:21]3[N:20]=[CH:19][CH:18]=[CH:17][C:16]=3[CH2:15][CH2:14][CH2:13]2)[CH2:53]1. (2) Given the reactants [Br:1][C:2]1[CH:7]=[CH:6][C:5](/[CH:8]=[CH:9]/[C:10]([O:12][CH3:13])=[O:11])=[CH:4][CH:3]=1.[N+](=[CH2:16])=[N-], predict the reaction product. The product is: [Br:1][C:2]1[CH:3]=[CH:4][C:5]([C@H:8]2[CH2:16][C@@H:9]2[C:10]([O:12][CH3:13])=[O:11])=[CH:6][CH:7]=1. (3) Given the reactants Br[C:2]1[CH:3]=[C:4]2[C:8](=[CH:9][CH:10]=1)[N:7]([C:11](=[O:20])[CH2:12][C:13]1[CH:18]=[CH:17][CH:16]=[C:15]([CH3:19])[CH:14]=1)[CH2:6][CH2:5]2.[B:21]1([B:21]2[O:25][C:24]([CH3:27])([CH3:26])[C:23]([CH3:29])([CH3:28])[O:22]2)[O:25][C:24]([CH3:27])([CH3:26])[C:23]([CH3:29])([CH3:28])[O:22]1.C([O-])(=O)C.[K+].O1CCOCC1, predict the reaction product. The product is: [CH3:19][C:15]1[CH:14]=[C:13]([CH2:12][C:11]([N:7]2[C:8]3[C:4](=[CH:3][C:2]([B:21]4[O:25][C:24]([CH3:27])([CH3:26])[C:23]([CH3:29])([CH3:28])[O:22]4)=[CH:10][CH:9]=3)[CH2:5][CH2:6]2)=[O:20])[CH:18]=[CH:17][CH:16]=1. (4) The product is: [Cl:1][C:2]1[CH:7]=[CH:6][CH:5]=[C:4]([Cl:8])[C:3]=1[C:9]#[CH:10]. Given the reactants [Cl:1][C:2]1[CH:7]=[CH:6][CH:5]=[C:4]([Cl:8])[C:3]=1[CH:9]=[C:10](Br)Br.[Li]CCCC, predict the reaction product. (5) Given the reactants Cl[C:2]1[C:7]([O:8][C:9]2[CH:14]=[CH:13][CH:12]=[CH:11][C:10]=2[O:15][CH3:16])=[C:6]([Cl:17])[N:5]=[C:4]([C:18]2[N:19]=[N:20][CH:21]=[CH:22][CH:23]=2)[N:3]=1.C(=O)([O-])[O-].[K+].[K+].[C:30]1([CH2:40][CH2:41][S:42]([NH2:45])(=[O:44])=[O:43])[C:39]2[C:34](=[CH:35][CH:36]=[CH:37][CH:38]=2)[CH:33]=[CH:32][CH:31]=1, predict the reaction product. The product is: [Cl:17][C:6]1[N:5]=[C:4]([C:18]2[N:19]=[N:20][CH:21]=[CH:22][CH:23]=2)[N:3]=[C:2]([NH:45][S:42]([CH2:41][CH2:40][C:30]2[C:39]3[C:34](=[CH:35][CH:36]=[CH:37][CH:38]=3)[CH:33]=[CH:32][CH:31]=2)(=[O:43])=[O:44])[C:7]=1[O:8][C:9]1[CH:14]=[CH:13][CH:12]=[CH:11][C:10]=1[O:15][CH3:16]. (6) Given the reactants [NH2:1][C:2]1[C:7]([C:8](Cl)=[O:9])=[CH:6][N:5]=[C:4]([Cl:11])[CH:3]=1.[NH3:12], predict the reaction product. The product is: [NH2:1][C:2]1[C:7]([C:8]([NH2:12])=[O:9])=[CH:6][N:5]=[C:4]([Cl:11])[CH:3]=1. (7) Given the reactants OC1C=[N:4][C:5]([C:8]2[CH:9]=[C:10]([CH:27]=[CH:28][CH:29]=2)[CH2:11][N:12]2[C:17](=[O:18])[CH:16]=[CH:15][C:14]([C:19]3[CH:20]=[C:21]([CH:24]=[CH:25][CH:26]=3)[C:22]#[N:23])=[N:13]2)=[N:6]C=1.N1C=C[CH:33]=[CH:32][CH:31]=1.Cl[C:37]([O:39][CH:40]([CH3:42])[CH3:41])=[O:38], predict the reaction product. The product is: [CH:32]([C:37]([O:39][C:40]1[CH:42]=[N:6][C:5]([C:8]2[CH:29]=[CH:28][CH:27]=[C:10]([CH2:11][N:12]3[C:17](=[O:18])[CH:16]=[CH:15][C:14]([C:19]4[CH:26]=[CH:25][CH:24]=[C:21]([C:22]#[N:23])[CH:20]=4)=[N:13]3)[CH:9]=2)=[N:4][CH:41]=1)=[O:38])([CH3:33])[CH3:31].